From a dataset of Peptide-MHC class II binding affinity with 134,281 pairs from IEDB. Regression. Given a peptide amino acid sequence and an MHC pseudo amino acid sequence, predict their binding affinity value. This is MHC class II binding data. (1) The peptide sequence is EKKYFAATQFEPLAM. The MHC is HLA-DQA10501-DQB10301 with pseudo-sequence HLA-DQA10501-DQB10301. The binding affinity (normalized) is 0.213. (2) The binding affinity (normalized) is 0.0646. The peptide sequence is HPDYAILAARIAVSN. The MHC is DRB3_0101 with pseudo-sequence DRB3_0101. (3) The peptide sequence is AFILAGDNLFPKV. The MHC is DRB3_0101 with pseudo-sequence DRB3_0101. The binding affinity (normalized) is 0.624. (4) The peptide sequence is LILGDSLELELLGSK. The MHC is H-2-IAb with pseudo-sequence H-2-IAb. The binding affinity (normalized) is 0. (5) The peptide sequence is MVSRLLLNRFTMTHRR. The MHC is DRB1_0901 with pseudo-sequence DRB1_0901. The binding affinity (normalized) is 0.414. (6) The peptide sequence is GELQIVMKIDAAFKI. The MHC is DRB1_0802 with pseudo-sequence DRB1_0802. The binding affinity (normalized) is 0.461.